This data is from Peptide-MHC class I binding affinity with 185,985 pairs from IEDB/IMGT. The task is: Regression. Given a peptide amino acid sequence and an MHC pseudo amino acid sequence, predict their binding affinity value. This is MHC class I binding data. (1) The peptide sequence is RVRQLDESI. The MHC is HLA-A31:01 with pseudo-sequence HLA-A31:01. The binding affinity (normalized) is 0.0847. (2) The peptide sequence is YMNGTMSQV. The MHC is HLA-C03:03 with pseudo-sequence HLA-C03:03. The binding affinity (normalized) is 0.453.